This data is from NCI-60 drug combinations with 297,098 pairs across 59 cell lines. The task is: Regression. Given two drug SMILES strings and cell line genomic features, predict the synergy score measuring deviation from expected non-interaction effect. (1) Drug 1: CCCS(=O)(=O)NC1=C(C(=C(C=C1)F)C(=O)C2=CNC3=C2C=C(C=N3)C4=CC=C(C=C4)Cl)F. Drug 2: CC12CCC(CC1=CCC3C2CCC4(C3CC=C4C5=CN=CC=C5)C)O. Cell line: SF-295. Synergy scores: CSS=10.1, Synergy_ZIP=0.106, Synergy_Bliss=3.98, Synergy_Loewe=2.22, Synergy_HSA=4.12. (2) Cell line: NCI/ADR-RES. Drug 1: CCCS(=O)(=O)NC1=C(C(=C(C=C1)F)C(=O)C2=CNC3=C2C=C(C=N3)C4=CC=C(C=C4)Cl)F. Drug 2: C1CCN(CC1)CCOC2=CC=C(C=C2)C(=O)C3=C(SC4=C3C=CC(=C4)O)C5=CC=C(C=C5)O. Synergy scores: CSS=5.86, Synergy_ZIP=0.986, Synergy_Bliss=8.93, Synergy_Loewe=8.59, Synergy_HSA=6.97.